This data is from Full USPTO retrosynthesis dataset with 1.9M reactions from patents (1976-2016). The task is: Predict the reactants needed to synthesize the given product. (1) Given the product [OH:41][C@H:13]1[CH2:14][CH2:15][N:11]([CH2:10][CH2:9][C:8]2[CH:32]=[CH:33][CH:34]=[C:6]([N:1]3[CH2:5][CH2:4][CH2:3][CH2:2]3)[CH:7]=2)[CH2:12]1, predict the reactants needed to synthesize it. The reactants are: [N:1]1([C:6]2[CH:7]=[C:8]([CH:32]=[CH:33][CH:34]=2)[CH2:9][CH2:10][N:11]2[CH2:15][CH2:14][CH2:13][C@@H:12]2CN2C3C=CC=CC=3COC3C=CC=CC2=3)[CH2:5][CH2:4][CH2:3][CH2:2]1.Cl.N1CC[C@H]([OH:41])C1.C(=O)([O-])[O-].[K+].[K+]. (2) Given the product [F:1][C:2]1[CH:3]=[CH:4][C:5]([CH:8]([OH:29])[CH:9]([CH2:15][C:16]2[CH:21]=[CH:20][CH:19]=[C:18]([O:22][C:23]3[CH:28]=[CH:27][CH:26]=[CH:25][CH:24]=3)[CH:17]=2)[C:10]([OH:12])=[O:11])=[CH:6][CH:7]=1, predict the reactants needed to synthesize it. The reactants are: [F:1][C:2]1[CH:7]=[CH:6][C:5]([CH:8]([OH:29])[CH:9]([CH2:15][C:16]2[CH:21]=[CH:20][CH:19]=[C:18]([O:22][C:23]3[CH:28]=[CH:27][CH:26]=[CH:25][CH:24]=3)[CH:17]=2)[C:10]([O:12]CC)=[O:11])=[CH:4][CH:3]=1.[OH-].[Na+].Cl.